This data is from Full USPTO retrosynthesis dataset with 1.9M reactions from patents (1976-2016). The task is: Predict the reactants needed to synthesize the given product. (1) Given the product [CH3:24][C:16]1[CH:21]=[CH:20][C:19]([CH:22]=[N:14][NH:13][C:11]([C:6]2[NH:7][C:8]3[C:4]([C:5]=2[CH3:15])=[CH:3][C:2]([Cl:1])=[CH:10][CH:9]=3)=[O:12])=[CH:18][CH:17]=1, predict the reactants needed to synthesize it. The reactants are: [Cl:1][C:2]1[CH:3]=[C:4]2[C:8](=[CH:9][CH:10]=1)[NH:7][C:6]([C:11]([NH:13][NH2:14])=[O:12])=[C:5]2[CH3:15].[C:16]1([CH3:24])[CH:21]=[CH:20][C:19]([CH:22]=O)=[CH:18][CH:17]=1. (2) The reactants are: C[Si](C)(C)N[Si](C)(C)C.[Na].[CH:11]([C@H:14]1[CH2:18][O:17][C:16](=[O:19])[N:15]1[C:20](=[O:28])[CH2:21][CH2:22][CH2:23][CH2:24][C:25]([CH3:27])=[CH2:26])([CH3:13])[CH3:12].I[CH3:30]. Given the product [CH3:30][C@@H:21]([CH2:22][CH2:23][CH2:24][C:25]([CH3:27])=[CH2:26])[C:20]([N:15]1[C@@H:14]([CH:11]([CH3:13])[CH3:12])[CH2:18][O:17][C:16]1=[O:19])=[O:28], predict the reactants needed to synthesize it.